This data is from Full USPTO retrosynthesis dataset with 1.9M reactions from patents (1976-2016). The task is: Predict the reactants needed to synthesize the given product. (1) Given the product [ClH:39].[NH2:7][C:8](/[CH:16]=[CH:17]/[C:18]1[CH:23]=[CH:22][C:21]([O:24][CH2:25][CH2:26][CH2:27][C:28]2[CH:33]=[CH:32][CH:31]=[CH:30][CH:29]=2)=[C:20]([C:34]([F:35])([F:36])[F:37])[CH:19]=1)([CH2:9][OH:10])[CH2:13][OH:12], predict the reactants needed to synthesize it. The reactants are: C(OC(=O)[NH:7][C:8]1(/[CH:16]=[CH:17]/[C:18]2[CH:23]=[CH:22][C:21]([O:24][CH2:25][CH2:26][CH2:27][C:28]3[CH:33]=[CH:32][CH:31]=[CH:30][CH:29]=3)=[C:20]([C:34]([F:37])([F:36])[F:35])[CH:19]=2)[CH2:13][O:12]C(C)(C)[O:10][CH2:9]1)(C)(C)C.[ClH:39]. (2) Given the product [Cl:36][C:34]1[CH:33]=[CH:32][C:11]([O:12][CH2:13][C:14]([N:16]2[CH2:21][CH:20]([CH3:22])[N:19]([CH2:23][C:24]3[CH:29]=[CH:28][C:27]([F:30])=[CH:26][CH:25]=3)[CH2:18][CH:17]2[CH3:31])=[O:15])=[C:10]([CH:35]=1)[CH2:9][NH:8][C:59](=[O:5])[CH2:58][N:60]([CH2:63][CH3:64])[CH2:61][CH3:62], predict the reactants needed to synthesize it. The reactants are: CN(C)CC(O)=[O:5].[NH2:8][CH2:9][C:10]1[CH:35]=[C:34]([Cl:36])[CH:33]=[CH:32][C:11]=1[O:12][CH2:13][C:14]([N:16]1[CH2:21][C@H:20]([CH3:22])[N:19]([CH2:23][C:24]2[CH:29]=[CH:28][C:27]([F:30])=[CH:26][CH:25]=2)[CH2:18][C@H:17]1[CH3:31])=[O:15].CN(C)CCCN=C=NCC.ON1C2C=CC=CC=2N=N1.[CH2:58]([N:60]([CH2:63][CH3:64])[CH2:61][CH3:62])[CH3:59].